The task is: Predict the product of the given reaction.. This data is from Forward reaction prediction with 1.9M reactions from USPTO patents (1976-2016). (1) Given the reactants [C:1]([C:4]1[C:9]([NH:10][C:11]([C:13]2[S:14][CH:15]=[C:16]([CH:18]([CH3:20])[CH3:19])[N:17]=2)=O)=[C:8]([CH3:21])[C:7]([O:22][CH3:23])=[CH:6][CH:5]=1)(=[O:3])[NH2:2].C(=O)([O-])[O-].[Na+].[Na+].C(O)(=O)CC(CC(O)=O)(C(O)=O)O, predict the reaction product. The product is: [CH:18]([C:16]1[N:17]=[C:13]([C:11]2[N:2]=[C:1]([OH:3])[C:4]3[C:9](=[C:8]([CH3:21])[C:7]([O:22][CH3:23])=[CH:6][CH:5]=3)[N:10]=2)[S:14][CH:15]=1)([CH3:20])[CH3:19]. (2) Given the reactants Cl.C[O:3][C:4](=[O:38])[C:5]1[CH:10]=[CH:9][C:8]([O:11][C:12]2[CH:17]=[CH:16][C:15]([CH2:18][C@H:19]([NH2:37])[C:20]3[N:21]([CH2:33][CH2:34][CH2:35][CH3:36])[CH:22]=[C:23]([C:25]4[CH:30]=[CH:29][C:28]([Cl:31])=[CH:27][C:26]=4[Cl:32])[N:24]=3)=[CH:14][CH:13]=2)=[CH:7][CH:6]=1.[C:39]([C:43]1[CH:51]=[CH:50][C:46]([C:47]([OH:49])=O)=[CH:45][CH:44]=1)([CH3:42])([CH3:41])[CH3:40], predict the reaction product. The product is: [C:39]([C:43]1[CH:44]=[CH:45][C:46]([C:47]([NH:37][C@H:19]([C:20]2[N:21]([CH2:33][CH2:34][CH2:35][CH3:36])[CH:22]=[C:23]([C:25]3[CH:30]=[CH:29][C:28]([Cl:31])=[CH:27][C:26]=3[Cl:32])[N:24]=2)[CH2:18][C:15]2[CH:14]=[CH:13][C:12]([O:11][C:8]3[CH:9]=[CH:10][C:5]([C:4]([OH:38])=[O:3])=[CH:6][CH:7]=3)=[CH:17][CH:16]=2)=[O:49])=[CH:50][CH:51]=1)([CH3:40])([CH3:41])[CH3:42]. (3) Given the reactants [Br:1][C:2]1[CH:10]=[N:9][CH:8]=[CH:7][C:3]=1[C:4]([OH:6])=O.[NH2:11][C:12]1[CH:17]=[C:16]([C:18]([F:21])([F:20])[F:19])[CH:15]=[CH:14][C:13]=1[OH:22].CCN=C=NCCCN(C)C, predict the reaction product. The product is: [Br:1][C:2]1[CH:10]=[N:9][CH:8]=[CH:7][C:3]=1[C:4]([NH:11][C:12]1[CH:17]=[C:16]([C:18]([F:19])([F:20])[F:21])[CH:15]=[CH:14][C:13]=1[OH:22])=[O:6]. (4) Given the reactants [N:1]1[CH:6]=[CH:5][CH:4]=[CH:3][C:2]=1/[CH:7]=[N:8]/[OH:9].[Cl:10]NC(=O)CCC(N)=O, predict the reaction product. The product is: [OH:9]/[N:8]=[C:7](\[Cl:10])/[C:2]1[CH:3]=[CH:4][CH:5]=[CH:6][N:1]=1. (5) Given the reactants [CH:1]1[C:10]2[C@@H:11]3[CH2:16][NH:15][CH2:14][CH2:13][C@@H:12]3[N:8]3[C:9]=2[C:4]([CH2:5][CH2:6][CH2:7]3)=[CH:3][CH:2]=1.Cl[CH2:18][CH2:19][CH2:20][C:21]([C:23]1[CH:28]=[CH:27][CH:26]=[CH:25][C:24]=1[NH2:29])=[O:22].C([O-])([O-])=O.[K+].[K+], predict the reaction product. The product is: [CH:1]1[C:10]2[C@@H:11]3[CH2:16][N:15]([CH2:18][CH2:19][CH2:20][C:21]([C:23]4[CH:28]=[CH:27][CH:26]=[CH:25][C:24]=4[NH2:29])=[O:22])[CH2:14][CH2:13][C@@H:12]3[N:8]3[C:9]=2[C:4]([CH2:5][CH2:6][CH2:7]3)=[CH:3][CH:2]=1. (6) Given the reactants [C:1]([O:5][C:6]([N:8]([C:37]([O:39][C:40]([CH3:43])([CH3:42])[CH3:41])=[O:38])[C:9]1[C:10]([C:16]2[O:20][C:19]([C:21]3[CH:26]=[CH:25][C:24]([CH2:27][N:28]([CH3:36])[C:29](=[O:35])[O:30][C:31]([CH3:34])([CH3:33])[CH3:32])=[CH:23][CH:22]=3)=[N:18][N:17]=2)=[N:11][C:12](Br)=[CH:13][N:14]=1)=[O:7])([CH3:4])([CH3:3])[CH3:2].[CH2:44]1[C:48]2([CH2:52][CH2:51][NH:50][CH2:49]2)[CH2:47][N:46]([C:53](=[O:56])[CH2:54][CH3:55])[CH2:45]1.CCN(CC)CC, predict the reaction product. The product is: [C:1]([O:5][C:6]([N:8]([C:37]([O:39][C:40]([CH3:43])([CH3:42])[CH3:41])=[O:38])[C:9]1[C:10]([C:16]2[O:20][C:19]([C:21]3[CH:26]=[CH:25][C:24]([CH2:27][N:28]([CH3:36])[C:29](=[O:35])[O:30][C:31]([CH3:34])([CH3:33])[CH3:32])=[CH:23][CH:22]=3)=[N:18][N:17]=2)=[N:11][C:12]([N:50]2[CH2:51][CH2:52][C:48]3([CH2:44][CH2:45][N:46]([C:53](=[O:56])[CH2:54][CH3:55])[CH2:47]3)[CH2:49]2)=[CH:13][N:14]=1)=[O:7])([CH3:4])([CH3:3])[CH3:2]. (7) The product is: [F:21][C:2]([F:1])([F:20])[C:3]1[CH:4]=[C:5]([C:9]2[CH:18]=[CH:17][C:16]3[CH2:15][CH2:14][CH2:13][CH:12]([NH:19][C:28]([C:23]4[CH:24]=[N:25][CH:26]=[CH:27][N:22]=4)=[O:29])[C:11]=3[N:10]=2)[CH:6]=[CH:7][CH:8]=1. Given the reactants [F:1][C:2]([F:21])([F:20])[C:3]1[CH:4]=[C:5]([C:9]2[CH:18]=[CH:17][C:16]3[CH2:15][CH2:14][CH2:13][CH:12]([NH2:19])[C:11]=3[N:10]=2)[CH:6]=[CH:7][CH:8]=1.[N:22]1[CH:27]=[CH:26][N:25]=[CH:24][C:23]=1[C:28](O)=[O:29].CN(C(ON1N=NC2C=CC=NC1=2)=[N+](C)C)C.F[P-](F)(F)(F)(F)F.CCN(C(C)C)C(C)C, predict the reaction product. (8) Given the reactants [C:1]([C:3]1[CH:8]=[C:7]([O:9][CH3:10])[C:6]([O:11][CH2:12][C:13]2[CH:18]=[CH:17][CH:16]=[C:15]([S:19]([CH3:27])(=[N:21][C:22]([O:24][CH2:25][CH3:26])=[O:23])=[O:20])[CH:14]=2)=[CH:5][C:4]=1[N:28]=[CH:29]N(C)C)#[N:2].[NH2:33][C:34]1[CH:39]=[CH:38][N:37]=[CH:36][CH:35]=1.CCCCCC.ClCCl.CO, predict the reaction product. The product is: [CH2:25]([O:24][C:22]([N:21]=[S:19]([CH3:27])([C:15]1[CH:16]=[CH:17][CH:18]=[C:13]([CH2:12][O:11][C:6]2[CH:5]=[C:4]3[C:3]([C:1]([NH:33][C:34]4[CH:39]=[CH:38][N:37]=[CH:36][CH:35]=4)=[N:2][CH:29]=[N:28]3)=[CH:8][C:7]=2[O:9][CH3:10])[CH:14]=1)=[O:20])=[O:23])[CH3:26]. (9) Given the reactants [H-].[Na+].C[O:4][C:5]([C:7]1[S:8][C:9]([C:29]#[C:30][C:31]([CH3:41])([CH3:40])[CH2:32][O:33][CH:34]2[CH2:39][CH2:38][CH2:37][CH2:36][O:35]2)=[CH:10][C:11]=1[N:12]([CH:22]1[CH2:27][CH2:26][CH:25]([OH:28])[CH2:24][CH2:23]1)[C:13]([CH:15]1[CH2:20][CH2:19][CH:18]([CH3:21])[CH2:17][CH2:16]1)=[O:14])=[O:6].F[C:43]1[CH:48]=[CH:47][CH:46]=[CH:45][N:44]=1.O, predict the reaction product. The product is: [CH3:41][C:31]([CH3:40])([CH2:32][O:33][CH:34]1[CH2:39][CH2:38][CH2:37][CH2:36][O:35]1)[C:30]#[C:29][C:9]1[S:8][C:7]([C:5]([OH:4])=[O:6])=[C:11]([N:12]([C:13]([CH:15]2[CH2:20][CH2:19][CH:18]([CH3:21])[CH2:17][CH2:16]2)=[O:14])[CH:22]2[CH2:23][CH2:24][CH:25]([O:28][C:43]3[CH:48]=[CH:47][CH:46]=[CH:45][N:44]=3)[CH2:26][CH2:27]2)[CH:10]=1.